From a dataset of Forward reaction prediction with 1.9M reactions from USPTO patents (1976-2016). Predict the product of the given reaction. (1) Given the reactants Br[C:2]1[CH:3]=[C:4]([C:26]([CH3:29])([CH3:28])[CH3:27])[C:5]([O:24][CH3:25])=[C:6](/[CH:8]=[CH:9]/[C:10]2[CH:15]=[CH:14][C:13]([NH:16][S:17]([CH3:20])(=[O:19])=[O:18])=[CH:12][C:11]=2[CH2:21][O:22][CH3:23])[CH:7]=1.[CH3:30][O:31][C:32]1[C:37](B(O)O)=[CH:36][CH:35]=[C:34]([O:41][CH3:42])[N:33]=1.C([O-])([O-])=O.[Na+].[Na+], predict the reaction product. The product is: [C:26]([C:4]1[C:5]([O:24][CH3:25])=[C:6](/[CH:8]=[CH:9]/[C:10]2[CH:15]=[CH:14][C:13]([NH:16][S:17]([CH3:20])(=[O:18])=[O:19])=[CH:12][C:11]=2[CH2:21][O:22][CH3:23])[CH:7]=[C:2]([C:37]2[C:32]([O:31][CH3:30])=[N:33][C:34]([O:41][CH3:42])=[CH:35][CH:36]=2)[CH:3]=1)([CH3:27])([CH3:28])[CH3:29]. (2) Given the reactants [NH:1]1[C:7]2[CH:8]=[CH:9][CH:10]=[CH:11][C:6]=2[CH2:5][CH2:4][CH2:3][CH2:2]1.[N+:12]([O-])([OH:14])=[O:13], predict the reaction product. The product is: [N+:12]([C:6]1[CH:11]=[CH:10][C:9]2[CH2:8][CH2:7][NH:1][CH2:2][CH2:3][C:4]=2[CH:5]=1)([O-:14])=[O:13]. (3) Given the reactants [CH3:1][C:2]1[C:6]([CH2:7][N:8]2[CH:12]=[C:11]([N:13]3[C:17](=[O:18])[C:16]([CH3:20])([CH3:19])[NH:15][C:14]3=[O:21])[CH:10]=[N:9]2)=[C:5]([CH3:22])[O:4][N:3]=1.Br[CH2:24][C:25]1[CH:30]=[CH:29][C:28]([O:31][CH3:32])=[CH:27][CH:26]=1, predict the reaction product. The product is: [CH3:1][C:2]1[C:6]([CH2:7][N:8]2[CH:12]=[C:11]([N:13]3[C:17](=[O:18])[C:16]([CH3:19])([CH3:20])[N:15]([CH2:24][C:25]4[CH:30]=[CH:29][C:28]([O:31][CH3:32])=[CH:27][CH:26]=4)[C:14]3=[O:21])[CH:10]=[N:9]2)=[C:5]([CH3:22])[O:4][N:3]=1. (4) Given the reactants [CH:1]1([CH:7]([N+:14]([O-:16])=[O:15])[CH:8](O)[C:9]([F:12])([F:11])[F:10])[CH2:6][CH2:5][CH2:4][CH2:3][CH2:2]1.[OH-].COC(NS([N+](CC)(CC)CC)(=O)=O)=O.CC[N+](S(N=C(OC)[O-])(=O)=O)(CC)CC, predict the reaction product. The product is: [F:10][C:9]([F:11])([F:12])[CH:8]=[C:7]([CH:1]1[CH2:2][CH2:3][CH2:4][CH2:5][CH2:6]1)[N+:14]([O-:16])=[O:15].